The task is: Predict the reaction yield, written as a fraction of the theoretical maximum amount of product (1.0 means a 100% yield; for example, 0.34 means a 34% yield).. This data is from Reaction yield outcomes from USPTO patents with 853,638 reactions. (1) The reactants are [NH:1]1[C:5]2[N:6]=[CH:7][CH:8]=[C:9]([C:10]([OH:12])=O)[C:4]=2[CH:3]=[CH:2]1.[C:13]([O:17][CH2:18][C:19]1[CH:24]=[CH:23][CH:22]=[CH:21][CH:20]=1)(=[O:16])[NH:14][NH2:15]. No catalyst specified. The product is [NH:1]1[C:5]2=[N:6][CH:7]=[CH:8][C:9]([C:10]([NH:15][NH:14][C:13]([O:17][CH2:18][C:19]3[CH:24]=[CH:23][CH:22]=[CH:21][CH:20]=3)=[O:16])=[O:12])=[C:4]2[CH:3]=[CH:2]1. The yield is 0.670. (2) The reactants are [NH2:1][C:2]1[N:7]=[CH:6][C:5]([N:8]2[CH2:13][CH2:12][N:11]([C:14]([O:16][C:17]([CH3:20])([CH3:19])[CH3:18])=[O:15])[CH2:10][CH2:9]2)=[CH:4][CH:3]=1.Br[C:22]1[C:23](=[O:30])[N:24]([CH3:29])[CH:25]=[C:26]([Br:28])[CH:27]=1.C(=O)([O-])[O-].[Cs+].[Cs+].CC1(C)C2C(=C(P(C3C=CC=CC=3)C3C=CC=CC=3)C=CC=2)OC2C(P(C3C=CC=CC=3)C3C=CC=CC=3)=CC=CC1=2. The catalyst is C1C=CC(/C=C/C(/C=C/C2C=CC=CC=2)=O)=CC=1.C1C=CC(/C=C/C(/C=C/C2C=CC=CC=2)=O)=CC=1.C1C=CC(/C=C/C(/C=C/C2C=CC=CC=2)=O)=CC=1.[Pd].[Pd].O1CCOCC1. The product is [Br:28][C:26]1[CH:27]=[C:22]([NH:1][C:2]2[N:7]=[CH:6][C:5]([N:8]3[CH2:13][CH2:12][N:11]([C:14]([O:16][C:17]([CH3:20])([CH3:19])[CH3:18])=[O:15])[CH2:10][CH2:9]3)=[CH:4][CH:3]=2)[C:23](=[O:30])[N:24]([CH3:29])[CH:25]=1. The yield is 0.590. (3) The reactants are [NH2:1][CH2:2][CH2:3][C:4]1[CH:5]=[C:6]([CH2:10][C@H:11]([NH:13][C@@H:14]([C:16]2[CH:21]=[CH:20][CH:19]=[CH:18][CH:17]=2)[CH3:15])[CH3:12])[CH:7]=[CH:8][CH:9]=1.[C:22]([O:26][C:27](O[C:27]([O:26][C:22]([CH3:25])([CH3:24])[CH3:23])=[O:28])=[O:28])([CH3:25])([CH3:24])[CH3:23].C(N(CC)C(C)C)(C)C.C(=O)(O)[O-].[Na+]. The catalyst is C(Cl)Cl. The product is [C:22]([O:26][C:27](=[O:28])[NH:1][CH2:2][CH2:3][C:4]1[CH:9]=[CH:8][CH:7]=[C:6]([CH2:10][C@H:11]([NH:13][C@@H:14]([C:16]2[CH:17]=[CH:18][CH:19]=[CH:20][CH:21]=2)[CH3:15])[CH3:12])[CH:5]=1)([CH3:25])([CH3:24])[CH3:23]. The yield is 0.510. (4) The reactants are [Cl:1][C:2]1[N:6]([CH2:7][CH2:8][OH:9])[C:5]2[C:10]([CH:15]([CH2:18][CH3:19])[CH2:16][CH3:17])=[CH:11][CH:12]=[C:13]([Cl:14])[C:4]=2[N:3]=1.C1(P(C2C=CC=CC=2)C2C=CC=CC=2)C=CC=CC=1.[CH3:39][O:40][C:41]1[CH:48]=[CH:47][C:44]([CH2:45]O)=[CH:43][CH:42]=1.N(C(OCC)=O)=NC(OCC)=O. The catalyst is O1CCCC1.O. The product is [Cl:1][C:2]1[N:6]([CH2:7][CH2:8][O:9][CH2:45][C:44]2[CH:47]=[CH:48][C:41]([O:40][CH3:39])=[CH:42][CH:43]=2)[C:5]2[C:10]([CH:15]([CH2:18][CH3:19])[CH2:16][CH3:17])=[CH:11][CH:12]=[C:13]([Cl:14])[C:4]=2[N:3]=1. The yield is 0.250. (5) The reactants are [CH:1]([C:4]1[S:5][C:6]([C:9]2[CH:14]=[CH:13][CH:12]=[C:11]([N+:15]([O-])=O)[CH:10]=2)=[N:7][N:8]=1)([CH3:3])[CH3:2].[Cl-].[NH4+]. The catalyst is C(O)C.[Zn]. The product is [CH:1]([C:4]1[S:5][C:6]([C:9]2[CH:10]=[C:11]([CH:12]=[CH:13][CH:14]=2)[NH2:15])=[N:7][N:8]=1)([CH3:3])[CH3:2]. The yield is 0.930. (6) The catalyst is CCS. The product is [O:15]1[C:11]2[CH:10]=[CH:9][C:8]([C:5]3([C:3]([OH:4])=[O:2])[CH2:7][CH2:6]3)=[CH:16][C:12]=2[N:13]=[CH:14]1. The reactants are C[O:2][C:3]([C:5]1([C:8]2[CH:9]=[CH:10][C:11]3[O:15][CH:14]=[N:13][C:12]=3[CH:16]=2)[CH2:7][CH2:6]1)=[O:4].[Al+3].[Cl-].[Cl-].[Cl-].O. The yield is 0.110.